From a dataset of Forward reaction prediction with 1.9M reactions from USPTO patents (1976-2016). Predict the product of the given reaction. (1) Given the reactants [F:1][C:2]([CH3:7])([CH2:5][OH:6])[CH2:3][OH:4].N1C=CN=C1.[C:13]([Si:17](Cl)([C:24]1[CH:29]=[CH:28][CH:27]=[CH:26][CH:25]=1)[C:18]1[CH:23]=[CH:22][CH:21]=[CH:20][CH:19]=1)([CH3:16])([CH3:15])[CH3:14], predict the reaction product. The product is: [Si:17]([O:4][CH2:3][C:2]([F:1])([CH3:7])[CH2:5][OH:6])([C:13]([CH3:16])([CH3:15])[CH3:14])([C:24]1[CH:25]=[CH:26][CH:27]=[CH:28][CH:29]=1)[C:18]1[CH:23]=[CH:22][CH:21]=[CH:20][CH:19]=1. (2) Given the reactants CO[C:3]([C:5]1[C:6]([OH:28])=[C:7]2[C:12](=[CH:13][N:14]=1)[N:11]([CH2:15][CH:16]1[CH2:20][CH2:19][CH2:18][CH2:17]1)[C:10](=[O:21])[C:9]([C:22]1[CH:27]=[CH:26][CH:25]=[CH:24][CH:23]=1)=[CH:8]2)=[O:4].[NH2:29][CH2:30][CH2:31][C:32]([OH:34])=[O:33].C[O-].[Na+], predict the reaction product. The product is: [CH:16]1([CH2:15][N:11]2[C:12]3[C:7](=[C:6]([OH:28])[C:5]([C:3]([NH:29][CH2:30][CH2:31][C:32]([OH:34])=[O:33])=[O:4])=[N:14][CH:13]=3)[CH:8]=[C:9]([C:22]3[CH:27]=[CH:26][CH:25]=[CH:24][CH:23]=3)[C:10]2=[O:21])[CH2:20][CH2:19][CH2:18][CH2:17]1. (3) Given the reactants C(N(CC)CC)C.[C:8]([Si:12]([C:15]#[CH:16])([CH3:14])[CH3:13])([CH3:11])([CH3:10])[CH3:9].Br[C:18]1[C:23]([F:24])=[CH:22][C:21]([Br:25])=[CH:20][N:19]=1, predict the reaction product. The product is: [Br:25][C:21]1[CH:22]=[C:23]([F:24])[C:18]([C:16]#[C:15][Si:12]([C:8]([CH3:11])([CH3:10])[CH3:9])([CH3:14])[CH3:13])=[N:19][CH:20]=1. (4) Given the reactants [F:1][C:2]1[CH:7]=[C:6]([F:8])[CH:5]=[CH:4][C:3]=1[C:9]1[N:10]=[C:11]2[CH2:30][CH2:29][CH2:28][N:12]2[C:13]=1[C:14]1[CH:15]=[CH:16][C:17]2[N:18]([C:20]([C:23]([O:25]CC)=O)=[N:21][N:22]=2)[N:19]=1.[CH2:31]1COCC1.C[Mg]Cl, predict the reaction product. The product is: [F:1][C:2]1[CH:7]=[C:6]([F:8])[CH:5]=[CH:4][C:3]=1[C:9]1[N:10]=[C:11]2[CH2:30][CH2:29][CH2:28][N:12]2[C:13]=1[C:14]1[CH:15]=[CH:16][C:17]2[N:18]([C:20]([C:23](=[O:25])[CH3:31])=[N:21][N:22]=2)[N:19]=1. (5) The product is: [Cl:1][C:2]1[CH:16]=[CH:15][CH:14]=[CH:13][C:3]=1[O:4][CH2:5][C:6]1[CH:11]=[CH:10][CH:9]=[C:8]([O:12][CH2:49][CH:46]2[CH2:47][CH2:48][N:43]([C:41]([O:40][C:36]([CH3:37])([CH3:39])[CH3:38])=[O:42])[CH2:44][CH2:45]2)[CH:7]=1. Given the reactants [Cl:1][C:2]1[CH:16]=[CH:15][CH:14]=[CH:13][C:3]=1[O:4][CH2:5][C:6]1[CH:7]=[C:8]([OH:12])[CH:9]=[CH:10][CH:11]=1.C1(P(C2C=CC=CC=2)C2C=CC=CC=2)C=CC=CC=1.[C:36]([O:40][C:41]([N:43]1[CH2:48][CH2:47][CH:46]([CH2:49]O)[CH2:45][CH2:44]1)=[O:42])([CH3:39])([CH3:38])[CH3:37].N(C(OCC)=O)=NC(OCC)=O, predict the reaction product. (6) Given the reactants C(OC([N:8]1[CH2:12][CH:11]([OH:13])[CH:10]([N:14]2[CH2:18][CH2:17][CH2:16][CH2:15]2)[CH2:9]1)=O)(C)(C)C.FC(F)(F)C(O)=O, predict the reaction product. The product is: [N:14]1([C@H:10]2[C@H:11]([OH:13])[CH2:12][NH:8][CH2:9]2)[CH2:15][CH2:16][CH2:17][CH2:18]1. (7) Given the reactants [CH:1]1([O:6][C:7]2[CH:8]=[C:9]([CH:14]=[C:15]([O:17][CH2:18][C:19]3[CH:24]=[CH:23][CH:22]=[CH:21][CH:20]=3)[CH:16]=2)[C:10]([O:12]C)=[O:11])[CH2:5][CH2:4][CH2:3][CH2:2]1.O.[OH-].[Li+].CO, predict the reaction product. The product is: [CH:1]1([O:6][C:7]2[CH:8]=[C:9]([CH:14]=[C:15]([O:17][CH2:18][C:19]3[CH:20]=[CH:21][CH:22]=[CH:23][CH:24]=3)[CH:16]=2)[C:10]([OH:12])=[O:11])[CH2:2][CH2:3][CH2:4][CH2:5]1. (8) The product is: [NH:17]([C:2]1[CH:11]=[C:10]([CH:12]([CH3:14])[CH3:13])[C:9]2[C:4](=[C:5]([CH3:16])[CH:6]=[CH:7][C:8]=2[CH3:15])[N:3]=1)[NH2:18]. Given the reactants Cl[C:2]1[CH:11]=[C:10]([CH:12]([CH3:14])[CH3:13])[C:9]2[C:4](=[C:5]([CH3:16])[CH:6]=[CH:7][C:8]=2[CH3:15])[N:3]=1.[NH2:17][NH2:18], predict the reaction product. (9) Given the reactants [Br:1][C:2]1[CH:10]=[C:9]2[C:5]([C:6]([CH3:13])([CH3:12])[C:7](=[O:11])[NH:8]2)=[CH:4][CH:3]=1.C[Si]([N-][Si](C)(C)C)(C)C.[Na+].Cl[CH2:25][O:26][CH2:27][CH2:28][Si:29]([CH3:32])([CH3:31])[CH3:30], predict the reaction product. The product is: [Br:1][C:2]1[CH:10]=[C:9]2[C:5]([C:6]([CH3:13])([CH3:12])[C:7](=[O:11])[N:8]2[CH2:25][O:26][CH2:27][CH2:28][Si:29]([CH3:32])([CH3:31])[CH3:30])=[CH:4][CH:3]=1. (10) Given the reactants C([Si](C)(C)[O:6][C@@H:7]1[CH2:14][N:13]([CH2:15][CH2:16][CH2:17][N:18]2[CH2:23][CH2:22][N:21]([C:24]3[CH:29]=[CH:28][C:27]([C:30]([F:33])([F:32])[F:31])=[C:26]([Cl:34])[CH:25]=3)[C@@H:20]([CH3:35])[C:19]2=[O:36])[CH2:12][CH2:11][C:8]21[CH2:10][CH2:9]2)(C)(C)C, predict the reaction product. The product is: [Cl:34][C:26]1[CH:25]=[C:24]([N:21]2[CH2:22][CH2:23][N:18]([CH2:17][CH2:16][CH2:15][N:13]3[CH2:12][CH2:11][C:8]4([CH2:10][CH2:9]4)[C@H:7]([OH:6])[CH2:14]3)[C:19](=[O:36])[C@@H:20]2[CH3:35])[CH:29]=[CH:28][C:27]=1[C:30]([F:33])([F:31])[F:32].